From a dataset of Reaction yield outcomes from USPTO patents with 853,638 reactions. Predict the reaction yield, written as a fraction of the theoretical maximum amount of product (1.0 means a 100% yield; for example, 0.34 means a 34% yield). (1) The reactants are [Cl:1][C:2]1[CH:18]=[CH:17][C:5]2[N:6]3[CH:11]=[C:10]([C:12](OCC)=[O:13])[N:9]=[C:7]3[S:8][C:4]=2[CH:3]=1.[H-].[H-].[H-].[H-].[Li+].[Al+3]. No catalyst specified. The product is [Cl:1][C:2]1[CH:18]=[CH:17][C:5]2[N:6]3[CH:11]=[C:10]([CH2:12][OH:13])[N:9]=[C:7]3[S:8][C:4]=2[CH:3]=1. The yield is 0.720. (2) The reactants are F[C:2]1[CH:9]=[CH:8][C:5]([C:6]#[N:7])=[CH:4][CH:3]=1.[OH:10][C:11]1[CH:18]=[CH:17][C:14]([CH:15]=[O:16])=[CH:13][CH:12]=1.C(=O)([O-])[O-].[K+].[K+]. The catalyst is CC(N(C)C)=O. The product is [CH:15]([C:14]1[CH:17]=[CH:18][C:11]([O:10][C:2]2[CH:9]=[CH:8][C:5]([C:6]#[N:7])=[CH:4][CH:3]=2)=[CH:12][CH:13]=1)=[O:16]. The yield is 0.490.